From a dataset of Reaction yield outcomes from USPTO patents with 853,638 reactions. Predict the reaction yield, written as a fraction of the theoretical maximum amount of product (1.0 means a 100% yield; for example, 0.34 means a 34% yield). (1) The reactants are [Li+].[OH-].[C:3]([NH:6][C:7]1[CH:23]=[CH:22][C:10]([O:11][C:12]2[CH:21]=[CH:20][C:15]([C:16]([O:18]C)=[O:17])=[CH:14][CH:13]=2)=[CH:9][CH:8]=1)(=[O:5])[CH3:4].Cl. The catalyst is O1CCOCC1. The product is [C:3]([NH:6][C:7]1[CH:23]=[CH:22][C:10]([O:11][C:12]2[CH:21]=[CH:20][C:15]([C:16]([OH:18])=[O:17])=[CH:14][CH:13]=2)=[CH:9][CH:8]=1)(=[O:5])[CH3:4]. The yield is 0.800. (2) The reactants are [NH:1]1[C:9]2[C:4](=[CH:5][CH:6]=[CH:7][CH:8]=2)[CH:3]=[C:2]1[CH2:10][NH2:11].[CH2:12]([O:19][C:20]1[CH:25]=[CH:24][N:23]([C:26]2[S:27][C:28]([C:32](O)=[O:33])=[C:29]([CH3:31])[N:30]=2)[C:22](=[O:35])[CH:21]=1)[C:13]1[CH:18]=[CH:17][CH:16]=[CH:15][CH:14]=1. No catalyst specified. The product is [NH:1]1[C:9]2[C:4](=[CH:5][CH:6]=[CH:7][CH:8]=2)[CH:3]=[C:2]1[CH2:10][NH:11][C:32]([C:28]1[S:27][C:26]([N:23]2[CH:24]=[CH:25][C:20]([O:19][CH2:12][C:13]3[CH:18]=[CH:17][CH:16]=[CH:15][CH:14]=3)=[CH:21][C:22]2=[O:35])=[N:30][C:29]=1[CH3:31])=[O:33]. The yield is 0.220.